From a dataset of Forward reaction prediction with 1.9M reactions from USPTO patents (1976-2016). Predict the product of the given reaction. (1) Given the reactants [NH2:1][C:2]1[CH:3]=[C:4]2[C:8](=[CH:9][CH:10]=1)[NH:7][N:6]=[C:5]2[C:11]#[N:12].[F:13][C:14]1[CH:15]=[C:16]([S:20](Cl)(=[O:22])=[O:21])[CH:17]=[CH:18][CH:19]=1, predict the reaction product. The product is: [C:11]([C:5]1[C:4]2[C:8](=[CH:9][CH:10]=[C:2]([NH:1][S:20]([C:16]3[CH:17]=[CH:18][CH:19]=[C:14]([F:13])[CH:15]=3)(=[O:22])=[O:21])[CH:3]=2)[NH:7][N:6]=1)#[N:12]. (2) Given the reactants [S:1]1[CH:5]=[CH:4][C:3]([NH:6][C:7](=[O:13])[O:8][C:9]([CH3:12])([CH3:11])[CH3:10])=[CH:2]1.[I:14]I.[Cl-].[Na+], predict the reaction product. The product is: [I:14][C:2]1[S:1][CH:5]=[CH:4][C:3]=1[NH:6][C:7](=[O:13])[O:8][C:9]([CH3:10])([CH3:12])[CH3:11]. (3) Given the reactants [C:1]([O:5][C:6]([N:8]1[CH2:13][CH2:12][N:11]([C:14]2[CH:19]=[CH:18][C:17]([NH2:20])=[CH:16][CH:15]=2)[CH2:10][CH2:9]1)=[O:7])([CH3:4])([CH3:3])[CH3:2].[CH2:21]([O:23][C:24]([C:26]1[C:36]([NH2:37])=[N:35][C:29]2[N:30]=[C:31](Cl)[N:32]=[CH:33][C:28]=2[CH:27]=1)=[O:25])[CH3:22].CCCCCC.C(OCC)(=O)C, predict the reaction product. The product is: [CH2:21]([O:23][C:24]([C:26]1[C:36]([NH2:37])=[N:35][C:29]2[N:30]=[C:31]([NH:20][C:17]3[CH:16]=[CH:15][C:14]([N:11]4[CH2:12][CH2:13][N:8]([C:6]([O:5][C:1]([CH3:4])([CH3:2])[CH3:3])=[O:7])[CH2:9][CH2:10]4)=[CH:19][CH:18]=3)[N:32]=[CH:33][C:28]=2[CH:27]=1)=[O:25])[CH3:22]. (4) The product is: [F:1][C:2]1[CH:9]=[C:8]([N:18]2[CH2:19][CH2:20][C@H:16]([C:13]([OH:12])([CH3:15])[CH3:14])[C@@H:17]2[CH3:21])[CH:7]=[C:6]([F:11])[C:3]=1[C:4]#[N:5]. Given the reactants [F:1][C:2]1[CH:9]=[C:8](F)[CH:7]=[C:6]([F:11])[C:3]=1[C:4]#[N:5].[OH:12][C:13]([C@H:16]1[CH2:20][CH2:19][NH:18][C@H:17]1[CH3:21])([CH3:15])[CH3:14].C(=O)([O-])[O-].[Li+].[Li+], predict the reaction product. (5) Given the reactants C(OC(=O)NCCCCN(C(OCC1C=CC=CC=1)=O)CCCN[C:20]([C:22]1[CH:23]=[N:24][C:25]([Cl:28])=[CH:26][CH:27]=1)=[O:21])C1C=CC=CC=1.[C:40]([O:44][C:45](=[O:64])[NH:46][CH2:47][CH2:48][CH2:49][CH2:50][N:51]([C:57]([O:59][C:60]([CH3:63])([CH3:62])[CH3:61])=[O:58])[CH2:52][CH2:53][CH2:54][NH:55][CH3:56])([CH3:43])([CH3:42])[CH3:41], predict the reaction product. The product is: [C:40]([O:44][C:45](=[O:64])[NH:46][CH2:47][CH2:48][CH2:49][CH2:50][N:51]([C:57]([O:59][C:60]([CH3:63])([CH3:62])[CH3:61])=[O:58])[CH2:52][CH2:53][CH2:54][N:55]([C:20]([C:22]1[CH:23]=[N:24][C:25]([Cl:28])=[CH:26][CH:27]=1)=[O:21])[CH3:56])([CH3:43])([CH3:42])[CH3:41].